From a dataset of Reaction yield outcomes from USPTO patents with 853,638 reactions. Predict the reaction yield, written as a fraction of the theoretical maximum amount of product (1.0 means a 100% yield; for example, 0.34 means a 34% yield). (1) The reactants are [CH:1]1[C:9]2[C:8]3[CH:10]=[CH:11][CH:12]=[CH:13][C:7]=3[S:6][C:5]=2[C:4]([C:14]2[CH:15]=[C:16](B3OC(C)(C)C(C)(C)O3)[CH:17]=[CH:18][CH:19]=2)=[CH:3][CH:2]=1.[Br:29][C:30]1[CH:31]=[C:32]([Si:37]([C:50]2[CH:55]=[CH:54][CH:53]=[CH:52][CH:51]=2)([C:44]2[CH:49]=[CH:48][CH:47]=[CH:46][CH:45]=2)[C:38]2[CH:43]=[CH:42][CH:41]=[CH:40][CH:39]=2)[CH:33]=[C:34](Br)[CH:35]=1.C([O-])([O-])=O.[K+].[K+]. The catalyst is C1(C)C=CC=CC=1.O.C1C=CC([P]([Pd]([P](C2C=CC=CC=2)(C2C=CC=CC=2)C2C=CC=CC=2)([P](C2C=CC=CC=2)(C2C=CC=CC=2)C2C=CC=CC=2)[P](C2C=CC=CC=2)(C2C=CC=CC=2)C2C=CC=CC=2)(C2C=CC=CC=2)C2C=CC=CC=2)=CC=1. The product is [Br:29][C:30]1[CH:31]=[C:32]([Si:37]([C:50]2[CH:51]=[CH:52][CH:53]=[CH:54][CH:55]=2)([C:38]2[CH:39]=[CH:40][CH:41]=[CH:42][CH:43]=2)[C:44]2[CH:49]=[CH:48][CH:47]=[CH:46][CH:45]=2)[CH:33]=[C:34]([C:16]2[CH:17]=[CH:18][CH:19]=[C:14]([C:4]3[C:5]4[S:6][C:7]5[CH:13]=[CH:12][CH:11]=[CH:10][C:8]=5[C:9]=4[CH:1]=[CH:2][CH:3]=3)[CH:15]=2)[CH:35]=1. The yield is 0.800. (2) The reactants are [CH3:1][N:2]1[CH:6]=[C:5]([C:7]([O:9]CC)=[O:8])[N:4]=[N:3]1.[OH-].[Na+].Cl. The catalyst is CO. The product is [CH3:1][N:2]1[CH:6]=[C:5]([C:7]([OH:9])=[O:8])[N:4]=[N:3]1. The yield is 0.500. (3) The reactants are [H-].[Na+].[CH3:3][C:4]1[CH:9]=[C:8]([CH3:10])[N:7]=[C:6]([N:11]2[CH2:22][CH2:21][C:14]3([O:19][CH2:18][CH2:17][NH:16][C:15]3=[O:20])[CH2:13][CH2:12]2)[N:5]=1.Br[CH2:24][C:25]1[C:33]2[C:28](=[CH:29][CH:30]=[CH:31][CH:32]=2)[N:27](S(C2C=CC(C)=CC=2)(=O)=O)[CH:26]=1.C([O-])([O-])=O.[Cs+].[Cs+]. The catalyst is C1COCC1.CCCC[N+](CCCC)(CCCC)CCCC.[I-].[Cl-].[Na+].O. The product is [CH3:10][C:8]1[CH:9]=[C:4]([CH3:3])[N:5]=[C:6]([N:11]2[CH2:12][CH2:13][C:14]3([O:19][CH2:18][CH2:17][N:16]([CH2:24][C:25]4[C:33]5[C:28](=[CH:29][CH:30]=[CH:31][CH:32]=5)[NH:27][CH:26]=4)[C:15]3=[O:20])[CH2:21][CH2:22]2)[N:7]=1. The yield is 0.370. (4) The reactants are [O:1]=[C:2]1[C:7]([CH2:8][C:9]2[CH:14]=[CH:13][C:12]([C:15]3[C:16]([C:21]#[N:22])=[CH:17][CH:18]=[CH:19][CH:20]=3)=[CH:11][CH:10]=2)=[C:6]([CH2:23][CH2:24][CH3:25])[N:5]2[N:26]=[CH:27][N:28]=[C:4]2[N:3]1[CH:29]1[CH2:34][CH2:33][C:32](=[O:35])[CH2:31][CH2:30]1.[O:36]1[CH2:40][CH:39](O)[CH:38]([OH:42])[CH2:37]1.O.C1(C)C=CC(S(O)(=O)=O)=CC=1. The catalyst is C1(C)C=CC=CC=1. The product is [O:1]=[C:2]1[C:7]([CH2:8][C:9]2[CH:10]=[CH:11][C:12]([C:15]3[C:16]([C:21]#[N:22])=[CH:17][CH:18]=[CH:19][CH:20]=3)=[CH:13][CH:14]=2)=[C:6]([CH2:23][CH2:24][CH3:25])[N:5]2[N:26]=[CH:27][N:28]=[C:4]2[N:3]1[CH:29]1[CH2:30][CH2:31][C:32]2([O:42][C@H:38]3[CH2:37][O:36][CH2:40][C@H:39]3[O:35]2)[CH2:33][CH2:34]1. The yield is 0.900.